Predict the reaction yield, written as a fraction of the theoretical maximum amount of product (1.0 means a 100% yield; for example, 0.34 means a 34% yield). From a dataset of Reaction yield outcomes from USPTO patents with 853,638 reactions. (1) The reactants are [C:1]([C:5]1[N:6]=[C:7]2[C:12]([C:13]#[N:14])=[C:11]([CH3:15])[C:10]([C:16]3[CH:21]=[CH:20][CH:19]=[CH:18][CH:17]=3)=[C:9](Cl)[N:8]2[CH:23]=1)([CH3:4])([CH3:3])[CH3:2].C(N(CC)CC)C.[NH:31]1[CH2:36][CH2:35][NH:34][CH2:33][CH2:32]1.O. The catalyst is CS(C)=O. The product is [C:1]([C:5]1[N:6]=[C:7]2[C:12]([C:13]#[N:14])=[C:11]([CH3:15])[C:10]([C:16]3[CH:21]=[CH:20][CH:19]=[CH:18][CH:17]=3)=[C:9]([N:31]3[CH2:36][CH2:35][NH:34][CH2:33][CH2:32]3)[N:8]2[CH:23]=1)([CH3:4])([CH3:3])[CH3:2]. The yield is 0.0900. (2) The reactants are [NH2:1][C:2]1[CH:7]=[CH:6][C:5]([N+:8]([O-:10])=[O:9])=[CH:4][N:3]=1.C[Si]([N-][Si](C)(C)C)(C)C.[Na+].[CH3:21][C:22]([O:25][C:26](O[C:26]([O:25][C:22]([CH3:24])([CH3:23])[CH3:21])=[O:27])=[O:27])([CH3:24])[CH3:23]. The catalyst is C1COCC1.CCOC(C)=O. The product is [C:22]([O:25][C:26]([NH:1][C:2]1[CH:7]=[CH:6][C:5]([N+:8]([O-:10])=[O:9])=[CH:4][N:3]=1)=[O:27])([CH3:24])([CH3:23])[CH3:21]. The yield is 0.700. (3) The reactants are [CH3:1][N:2]1[C:6]2[CH:7]=[CH:8][C:9]([C:11]([OH:13])=O)=[CH:10][C:5]=2[NH:4][C:3]1=[O:14].[CH2:15]1[C@H:24]2[C@H:19]([CH2:20][CH2:21][C:22]3[CH:28]=[CH:27][CH:26]=[CH:25][C:23]=32)[NH:18][CH2:17][CH2:16]1.F[P-](F)(F)(F)(F)F.N1(OC(N(C)C)=[N+](C)C)C2N=CC=CC=2N=N1. No catalyst specified. The product is [CH2:15]1[C@H:24]2[C@H:19]([CH2:20][CH2:21][C:22]3[CH:28]=[CH:27][CH:26]=[CH:25][C:23]=32)[N:18]([C:11]([C:9]2[CH:8]=[CH:7][C:6]3[N:2]([CH3:1])[C:3](=[O:14])[NH:4][C:5]=3[CH:10]=2)=[O:13])[CH2:17][CH2:16]1. The yield is 0.150. (4) The catalyst is CO. The yield is 0.581. The product is [CH3:16][O:8][C:6]([C:2]1[S:1][CH:5]=[CH:4][N:3]=1)([O:10][CH3:9])[CH3:7]. The reactants are [S:1]1[CH:5]=[CH:4][N:3]=[C:2]1[C:6](=[O:8])[CH3:7].[CH:9](OC)(OC)[O:10]C.[CH3:16]C1C=CC(S(O)(=O)=O)=CC=1.C([O-])(O)=O.[Na+]. (5) The product is [CH3:21][C:17]1[C:18]([CH3:20])=[CH:19][C:13]2[N+:12]([O-:22])=[N:11][C:10]([NH:6][CH2:5][CH2:4][N:3]([CH2:7][CH3:8])[CH2:1][CH3:2])=[N:15][C:14]=2[CH:16]=1. The yield is 0.980. The reactants are [CH2:1]([N:3]([CH2:7][CH3:8])[CH2:4][CH2:5][NH2:6])[CH3:2].Cl[C:10]1[N:11]=[N+:12]([O-:22])[C:13]2[CH:19]=[C:18]([CH3:20])[C:17]([CH3:21])=[CH:16][C:14]=2[N:15]=1. The catalyst is COCCOC. (6) The reactants are [C:1]([O:7][C@H:8]1[CH2:13][CH2:12][C@@:11]([C@H:15]2[CH2:28][CH2:27][C@@:26]3([CH3:29])[C@@H:17]([CH2:18][C:19]4[C:20]3=[N:21][C:22]([Cl:25])=[CH:23][CH:24]=4)[C@@H:16]2[CH2:30][OH:31])([CH3:14])[C@@H:10]([CH2:32][OH:33])[CH2:9]1)(=[O:6])[C:2]([CH3:5])([CH3:4])[CH3:3].[C:34](Cl)(=[O:39])[C:35]([CH3:38])([CH3:37])[CH3:36]. The catalyst is N1C=CC=CC=1.CCOC(C)=O. The product is [C:34]([O:33][CH2:32][C@H:10]1[CH2:9][C@@H:8]([O:7][C:1](=[O:6])[C:2]([CH3:5])([CH3:4])[CH3:3])[CH2:13][CH2:12][C@@:11]1([C@H:15]1[CH2:28][CH2:27][C@@:26]2([CH3:29])[C@@H:17]([CH2:18][C:19]3[C:20]2=[N:21][C:22]([Cl:25])=[CH:23][CH:24]=3)[C@@H:16]1[CH2:30][OH:31])[CH3:14])(=[O:39])[C:35]([CH3:38])([CH3:37])[CH3:36]. The yield is 0.340. (7) The reactants are C(OC([CH2:8][NH:9][C:10]1[CH:11]=[C:12]([C:16]2[N:21]=[CH:20][C:19]([CH2:22][CH:23]([O:29][CH2:30][CH3:31])[C:24]([O:26][CH2:27][CH3:28])=[O:25])=[CH:18][CH:17]=2)[CH:13]=[CH:14][CH:15]=1)=O)(C)(C)C.ClCCl.FC(F)(F)C(O)=O. The catalyst is O. The product is [CH2:30]([O:29][CH:23]([CH2:22][C:19]1[CH:20]=[N:21][C:16]([C:12]2[CH:13]=[CH:14][CH:15]=[C:10]([NH:9][CH3:8])[CH:11]=2)=[CH:17][CH:18]=1)[C:24]([O:26][CH2:27][CH3:28])=[O:25])[CH3:31]. The yield is 0.940. (8) The reactants are [CH:1](=O)[C:2]1[CH:7]=[CH:6][CH:5]=[CH:4][CH:3]=1.[CH2:9]([SH:13])[CH2:10][CH2:11][SH:12].B(F)(F)F.CCOCC. The catalyst is C(Cl)Cl. The product is [C:2]1([CH:1]2[S:13][CH2:9][CH2:10][CH2:11][S:12]2)[CH:7]=[CH:6][CH:5]=[CH:4][CH:3]=1. The yield is 0.870. (9) The reactants are C1(N2C(=O)C3S[CH:15]=[C:16]([C:17]4C=CC=CC=4)[C:10]=3[N:9]=[CH:8]2)C=CC=CC=1.[NH2:23][C:24]1[C:28]([C:29]2[CH:34]=[CH:33][CH:32]=[CH:31][C:30]=2[F:35])=[CH:27][S:26][C:25]=1[C:36]([O:38]C)=O.C(OCC)(OCC)OCC.C(N)C(C)C. The catalyst is C(O)(=O)C. The product is [F:35][C:30]1[CH:31]=[CH:32][CH:33]=[CH:34][C:29]=1[C:28]1[C:24]2[N:23]=[CH:8][N:9]([CH2:10][CH:16]([CH3:17])[CH3:15])[C:36](=[O:38])[C:25]=2[S:26][CH:27]=1. The yield is 0.835. (10) The reactants are Cl.[F:2][C:3]1[CH:4]=[CH:5][C:6]2[N:15]=[C:14]([NH2:16])[C:13]3[CH:12]=[CH:11][S:10][C:9]=3[NH:8][C:7]=2[CH:17]=1.[CH3:18][O:19][CH2:20][CH2:21][CH2:22][C@H:23]1[CH2:28]N[CH2:26][CH2:25][NH:24]1.CS(C)=O.C1(C)C=CC=CC=1. The catalyst is C(OCC)(=O)C. The product is [F:2][C:3]1[CH:4]=[CH:5][C:6]2[N:15]=[C:14]([N:16]3[CH2:26][CH2:25][NH:24][C@@H:23]([CH2:22][CH2:21][CH2:20][O:19][CH3:18])[CH2:28]3)[C:13]3[CH:12]=[CH:11][S:10][C:9]=3[NH:8][C:7]=2[CH:17]=1. The yield is 0.210.